Predict the reactants needed to synthesize the given product. From a dataset of Full USPTO retrosynthesis dataset with 1.9M reactions from patents (1976-2016). (1) Given the product [Br:1][C:2]1[CH:3]=[C:4]([C:5]#[N:6])[CH:7]=[CH:8][C:9]=1[N:11]1[CH:15]=[CH:14][N:13]=[CH:12]1, predict the reactants needed to synthesize it. The reactants are: [Br:1][C:2]1[CH:3]=[C:4]([CH:7]=[CH:8][C:9]=1F)[C:5]#[N:6].[NH:11]1[CH:15]=[CH:14][N:13]=[CH:12]1.[H-].[Na+].O. (2) Given the product [CH:1]12[O:7][CH:4]([CH2:5][CH2:6]1)[CH:3]1[C:8](=[O:9])[NH:15][C:11](=[O:12])[CH:2]21, predict the reactants needed to synthesize it. The reactants are: [CH:1]12[O:7][CH:4]([CH2:5][CH2:6]1)[CH:3]1[C:8](O[C:11](=[O:12])[CH:2]21)=[O:9].C([N:15](CC)CC)C. (3) Given the product [CH3:37][C:24]1[C:23]([C:8]2[CH:7]=[C:6]3[C:11](=[CH:10][CH:9]=2)[N:2]([CH3:1])[C:3](=[O:21])[CH2:4][CH2:5]3)=[CH:28][N:27]=[CH:26][C:25]=1[CH2:29][NH:30][S@@:31]([C:33]([CH3:36])([CH3:35])[CH3:34])=[O:32], predict the reactants needed to synthesize it. The reactants are: [CH3:1][N:2]1[C:11]2[C:6](=[CH:7][C:8](B3OC(C)(C)C(C)(C)O3)=[CH:9][CH:10]=2)[CH2:5][CH2:4][C:3]1=[O:21].Br[C:23]1[C:24]([CH3:37])=[C:25]([CH2:29][NH:30][S@@:31]([C:33]([CH3:36])([CH3:35])[CH3:34])=[O:32])[CH:26]=[N:27][CH:28]=1. (4) Given the product [NH:12]1[CH2:11][CH2:10][N:9]=[C:8]1[C:4]1[CH:5]=[CH:6][CH:7]=[C:2]([CH3:1])[C:3]=1[NH2:13], predict the reactants needed to synthesize it. The reactants are: [CH3:1][C:2]1[C:3]([N+:13]([O-])=O)=[C:4]([C:8]2[NH:9][CH2:10][CH2:11][N:12]=2)[CH:5]=[CH:6][CH:7]=1.